This data is from Full USPTO retrosynthesis dataset with 1.9M reactions from patents (1976-2016). The task is: Predict the reactants needed to synthesize the given product. (1) Given the product [CH3:1][C:2]1[CH:7]=[CH:6][C:5]([S:8]([O:11][CH2:12][C@H:13]2[CH:14]=[CH:23][C:18]3[C:17](=[CH:22][CH:21]=[CH:20][CH:19]=3)[O:16]2)(=[O:10])=[O:9])=[CH:4][CH:3]=1, predict the reactants needed to synthesize it. The reactants are: [CH3:1][C:2]1[CH:7]=[CH:6][C:5]([S:8]([O:11][CH2:12][C@H:13]([O:16][C:17]2[CH:22]=[CH:21][CH:20]=[CH:19][C:18]=2[CH:23]=CC)[CH:14]=C)(=[O:10])=[O:9])=[CH:4][CH:3]=1. (2) Given the product [Cl:32][C:33]1[CH:38]=[CH:37][CH:36]=[CH:35][C:34]=1[C:2]1[CH:3]=[CH:4][CH:5]=[C:6]2[C:10]=1[NH:9][C:8]([C:11]([OH:13])=[O:12])=[C:7]2[CH2:16][CH2:17][CH2:18][N:19]([CH2:30][CH3:31])[C:20]1[C:29]2[C:24](=[CH:25][CH:26]=[CH:27][CH:28]=2)[CH:23]=[CH:22][CH:21]=1, predict the reactants needed to synthesize it. The reactants are: Br[C:2]1[CH:3]=[CH:4][CH:5]=[C:6]2[C:10]=1[NH:9][C:8]([C:11]([O:13]CC)=[O:12])=[C:7]2[CH2:16][CH2:17][CH2:18][N:19]([CH2:30][CH3:31])[C:20]1[C:29]2[C:24](=[CH:25][CH:26]=[CH:27][CH:28]=2)[CH:23]=[CH:22][CH:21]=1.[Cl:32][C:33]1[CH:38]=[CH:37][CH:36]=[CH:35][C:34]=1B(O)O.F[B-](F)(F)F.C([PH+](C(C)(C)C)C(C)(C)C)(C)(C)C.[F-].[Cs+]. (3) The reactants are: Cl.[CH3:2][NH:3][CH3:4].C(N(CC)CC)C.[I:12][C:13]1[CH:21]=[CH:20][C:16]([C:17](Cl)=[O:18])=[CH:15][CH:14]=1. Given the product [I:12][C:13]1[CH:21]=[CH:20][C:16]([C:17]([N:3]([CH3:4])[CH3:2])=[O:18])=[CH:15][CH:14]=1, predict the reactants needed to synthesize it. (4) Given the product [C:23]1([CH3:33])[CH:24]=[CH:25][C:26]([S:29]([OH:32])(=[O:30])=[O:31])=[CH:27][CH:28]=1.[NH2:1][C@H:2]1[C@H:6]([C:7]2[CH:12]=[CH:11][C:10]([Cl:13])=[C:9]([Cl:14])[CH:8]=2)[CH2:5][N:4]([C:15]([O:17][C:18]([CH3:21])([CH3:20])[CH3:19])=[O:16])[CH2:3]1, predict the reactants needed to synthesize it. The reactants are: [NH2:1][C@H:2]1[C@H:6]([C:7]2[CH:12]=[CH:11][C:10]([Cl:13])=[C:9]([Cl:14])[CH:8]=2)[CH2:5][N:4]([C:15]([O:17][C:18]([CH3:21])([CH3:20])[CH3:19])=[O:16])[CH2:3]1.O.[C:23]1([CH3:33])[CH:28]=[CH:27][C:26]([S:29]([OH:32])(=[O:31])=[O:30])=[CH:25][CH:24]=1.CCCCCC. (5) Given the product [OH:1][C@@:2]1([C:9]#[C:10][C:11]2[CH:12]=[C:13]([N:17]3[C:25]4[C:20](=[CH:21][C:22]([CH2:26][N:27]5[CH2:31][CH2:30][CH2:29][CH2:28]5)=[CH:23][CH:24]=4)[C:19]([C:32]([NH2:35])=[O:33])=[N:18]3)[CH:14]=[CH:15][CH:16]=2)[CH2:6][CH2:5][N:4]([CH3:7])[C:3]1=[O:8], predict the reactants needed to synthesize it. The reactants are: [OH:1][C@@:2]1([C:9]#[C:10][C:11]2[CH:12]=[C:13]([N:17]3[C:25]4[C:20](=[CH:21][C:22]([CH2:26][N:27]5[CH2:31][CH2:30][CH2:29][CH2:28]5)=[CH:23][CH:24]=4)[C:19]([C:32]([O-])=[O:33])=[N:18]3)[CH:14]=[CH:15][CH:16]=2)[CH2:6][CH2:5][N:4]([CH3:7])[C:3]1=[O:8].[NH3:35].